Dataset: Full USPTO retrosynthesis dataset with 1.9M reactions from patents (1976-2016). Task: Predict the reactants needed to synthesize the given product. (1) Given the product [BrH:12].[CH3:1][C:2]1[N:3]([CH2:11][C:10]#[CH:9])[C:4](=[NH:8])[S:5][C:6]=1[CH3:7], predict the reactants needed to synthesize it. The reactants are: [CH3:1][C:2]1[N:3]=[C:4]([NH2:8])[S:5][C:6]=1[CH3:7].[CH2:9]([Br:12])[C:10]#[CH:11]. (2) Given the product [OH:9][CH:10]([C:18]([F:21])([F:19])[F:20])[C:11]([F:16])([F:17])[S:12]([O-:15])(=[O:14])=[O:13].[C:35]1([S+:28]([C:22]2[CH:23]=[CH:24][CH:25]=[CH:26][CH:27]=2)[C:29]2[CH:34]=[CH:33][CH:32]=[CH:31][CH:30]=2)[CH:36]=[CH:37][CH:38]=[CH:39][CH:40]=1, predict the reactants needed to synthesize it. The reactants are: C([O:9][CH:10]([C:18]([F:21])([F:20])[F:19])[C:11]([F:17])([F:16])[S:12]([O-:15])(=[O:14])=[O:13])(=O)C1C=CC=CC=1.[C:22]1([S+:28]([C:35]2[CH:40]=[CH:39][CH:38]=[CH:37][CH:36]=2)[C:29]2[CH:34]=[CH:33][CH:32]=[CH:31][CH:30]=2)[CH:27]=[CH:26][CH:25]=[CH:24][CH:23]=1.[OH-].[Na+].Cl. (3) The reactants are: [CH2:1]([O:4][C:5]([N:7]1[C:13]2[CH:14]=[C:15]([O:20][CH2:21][CH2:22][CH2:23][C:24](O)=[O:25])[C:16]([O:18][CH3:19])=[CH:17][C:12]=2[C:11](=[O:27])[N:10]2[CH2:28][CH2:29][CH2:30][CH:9]2[CH:8]1[O:31][CH:32]1[CH2:37][CH2:36][CH2:35][CH2:34][O:33]1)=[O:6])[CH:2]=[CH2:3].CCN=C=NCCCN(C)C.Cl.[NH2:50][C:51]1[CH:52]=[C:53]([C:57]([O:59]C)=[O:58])[N:54]([CH3:56])[CH:55]=1. Given the product [CH2:1]([O:4][C:5]([N:7]1[C:13]2[CH:14]=[C:15]([O:20][CH2:21][CH2:22][CH2:23][C:24]([NH:50][C:51]3[CH:52]=[C:53]([C:57]([OH:59])=[O:58])[N:54]([CH3:56])[CH:55]=3)=[O:25])[C:16]([O:18][CH3:19])=[CH:17][C:12]=2[C:11](=[O:27])[N:10]2[CH2:28][CH2:29][CH2:30][C@H:9]2[C@@H:8]1[O:31][CH:32]1[CH2:37][CH2:36][CH2:35][CH2:34][O:33]1)=[O:6])[CH:2]=[CH2:3], predict the reactants needed to synthesize it. (4) Given the product [F:1][C:2]1[CH:3]=[CH:4][C:5]([O:8][CH2:9][CH2:10][C@@H:11]2[CH2:16][CH2:15][C@H:14]([CH3:17])[CH2:13][NH:12]2)=[N:6][CH:7]=1, predict the reactants needed to synthesize it. The reactants are: [F:1][C:2]1[CH:3]=[CH:4][C:5]([O:8][CH2:9][CH2:10][C@@H:11]2[CH2:16][CH2:15][C@H:14]([CH3:17])[CH2:13][N:12]2C(OC(C)(C)C)=O)=[N:6][CH:7]=1.C(O)(C(F)(F)F)=O.